From a dataset of Peptide-MHC class I binding affinity with 185,985 pairs from IEDB/IMGT. Regression. Given a peptide amino acid sequence and an MHC pseudo amino acid sequence, predict their binding affinity value. This is MHC class I binding data. (1) The peptide sequence is TYTEIEPKL. The MHC is HLA-A01:01 with pseudo-sequence HLA-A01:01. The binding affinity (normalized) is 0. (2) The peptide sequence is ESWEEIPYLG. The MHC is HLA-B57:01 with pseudo-sequence HLA-B57:01. The binding affinity (normalized) is 0.597. (3) The peptide sequence is WLKERLPGF. The MHC is HLA-A01:01 with pseudo-sequence HLA-A01:01. The binding affinity (normalized) is 0.0847. (4) The peptide sequence is MGKTITDVK. The MHC is HLA-A30:01 with pseudo-sequence HLA-A30:01. The binding affinity (normalized) is 0.619.